This data is from Reaction yield outcomes from USPTO patents with 853,638 reactions. The task is: Predict the reaction yield, written as a fraction of the theoretical maximum amount of product (1.0 means a 100% yield; for example, 0.34 means a 34% yield). (1) The reactants are C([O:3][C:4]([C:6]1[CH:7]=[N:8][C:9]2[C:14]([CH:15]=1)=[C:13]([Br:16])[CH:12]=[N:11][CH:10]=2)=[O:5])C.O1CCOCC1.[OH-].[Li+]. The catalyst is O. The product is [Br:16][C:13]1[CH:12]=[N:11][CH:10]=[C:9]2[C:14]=1[CH:15]=[C:6]([C:4]([OH:5])=[O:3])[CH:7]=[N:8]2. The yield is 0.910. (2) The reactants are [Cl-].O[NH3+:3].[C:4](=[O:7])([O-])[OH:5].[Na+].CS(C)=O.[CH3:13][C:14]1[N:45]=[C:17]2[N:18]([CH:41]([CH3:44])[CH2:42][CH3:43])[C:19](=[O:40])[C:20]([CH2:25][C:26]3[CH:31]=[CH:30][C:29]([C:32]4[C:33]([C:38]#[N:39])=[CH:34][CH:35]=[CH:36][CH:37]=4)=[CH:28][CH:27]=3)=[C:21]([CH2:22][CH2:23][CH3:24])[N:16]2[N:15]=1. The catalyst is C(OCC)(=O)C. The product is [CH3:13][C:14]1[N:45]=[C:17]2[N:18]([CH:41]([CH3:44])[CH2:42][CH3:43])[C:19](=[O:40])[C:20]([CH2:25][C:26]3[CH:31]=[CH:30][C:29]([C:32]4[CH:37]=[CH:36][CH:35]=[CH:34][C:33]=4[C:38]4[NH:3][C:4](=[O:7])[O:5][N:39]=4)=[CH:28][CH:27]=3)=[C:21]([CH2:22][CH2:23][CH3:24])[N:16]2[N:15]=1. The yield is 0.160. (3) The reactants are [CH2:1]([N:8]1[C:13]([C:14]2[CH:19]=[CH:18][CH:17]=[CH:16][CH:15]=2)=[CH:12][CH:11]=[C:10]([C:20]([O:22]C)=[O:21])[C:9]1=[O:24])[C:2]1[CH:7]=[CH:6][CH:5]=[CH:4][CH:3]=1.C1COCC1.CO.[OH-].[Na+]. The catalyst is O. The product is [CH2:1]([N:8]1[C:13]([C:14]2[CH:15]=[CH:16][CH:17]=[CH:18][CH:19]=2)=[CH:12][CH:11]=[C:10]([C:20]([OH:22])=[O:21])[C:9]1=[O:24])[C:2]1[CH:3]=[CH:4][CH:5]=[CH:6][CH:7]=1. The yield is 0.930. (4) The reactants are Br[C:2]1[CH:3]=[CH:4][C:5]([C:15]([OH:17])=[O:16])=[N:6][C:7]=1[O:8][CH:9]([CH3:14])[C:10]([F:13])([F:12])[F:11].[CH:18]1([B-](F)(F)F)[CH2:20][CH2:19]1.[K+].C(=O)([O-])[O-].[Cs+].[Cs+].C(PC12CC3CC(CC(C3)C1)C2)CCC. The catalyst is C1(C)C=CC=CC=1.C([O-])(=O)C.[Pd+2].C([O-])(=O)C.O. The product is [CH:18]1([C:2]2[CH:3]=[CH:4][C:5]([C:15]([OH:17])=[O:16])=[N:6][C:7]=2[O:8][CH:9]([CH3:14])[C:10]([F:13])([F:12])[F:11])[CH2:20][CH2:19]1. The yield is 0.790.